This data is from Forward reaction prediction with 1.9M reactions from USPTO patents (1976-2016). The task is: Predict the product of the given reaction. (1) Given the reactants Cl[C:2]1[N:7]=[C:6]([NH:8][NH2:9])[N:5]=[C:4]([NH:10][C:11]2[CH:16]=[CH:15][C:14]([F:17])=[C:13]([C:18]([F:21])([F:20])[F:19])[CH:12]=2)[N:3]=1.C(N(CC)CC)C, predict the reaction product. The product is: [F:17][C:14]1[CH:15]=[CH:16][C:11]([NH:10][C:4]2[N:5]=[C:6]([NH:8][NH2:9])[N:7]=[CH:2][N:3]=2)=[CH:12][C:13]=1[C:18]([F:19])([F:20])[F:21]. (2) Given the reactants Br[C:2]1[CH:3]=[C:4]([N:24]([CH2:31][CH3:32])[CH:25]2[CH2:30][CH2:29][O:28][CH2:27][CH2:26]2)[C:5]([CH3:23])=[C:6]([CH:22]=1)[C:7]([NH:9][CH2:10][C:11]1[C:12](=[O:21])[NH:13][C:14]([CH3:20])=[CH:15][C:16]=1[CH2:17][CH2:18][CH3:19])=[O:8].CC1(C)C(C)(C)OB([C:41]2[CH:42]=[CH:43][C:44]([CH:47]=[O:48])=[N:45][CH:46]=2)O1.C([O-])([O-])=O.[Na+].[Na+], predict the reaction product. The product is: [CH2:31]([N:24]([CH:25]1[CH2:30][CH2:29][O:28][CH2:27][CH2:26]1)[C:4]1[C:5]([CH3:23])=[C:6]([CH:22]=[C:2]([C:41]2[CH:46]=[N:45][C:44]([CH:47]=[O:48])=[CH:43][CH:42]=2)[CH:3]=1)[C:7]([NH:9][CH2:10][C:11]1[C:12](=[O:21])[NH:13][C:14]([CH3:20])=[CH:15][C:16]=1[CH2:17][CH2:18][CH3:19])=[O:8])[CH3:32]. (3) The product is: [OH:22][C@H:3]1[CH2:4][CH2:5][C@@H:6]([NH:8][C:9]2[C:14]([C:15]([F:18])([F:17])[F:16])=[CH:13][N:12]=[C:11]([NH:24][CH2:25][C:26]3[C:27]([C:34]([F:37])([F:35])[F:36])=[CH:28][C:29]([CH3:33])=[N+:30]([O-:32])[CH:31]=3)[N:10]=2)[CH2:7][C:2]1([CH3:23])[CH3:1]. Given the reactants [CH3:1][C:2]1([CH3:23])[CH2:7][C@H:6]([NH:8][C:9]2[C:14]([C:15]([F:18])([F:17])[F:16])=[CH:13][N:12]=[C:11](S(C)=O)[N:10]=2)[CH2:5][CH2:4][C@@H:3]1[OH:22].[NH2:24][CH2:25][C:26]1[C:27]([C:34]([F:37])([F:36])[F:35])=[CH:28][C:29]([CH3:33])=[N+:30]([O-:32])[CH:31]=1, predict the reaction product. (4) Given the reactants C(OC([N:8]1[CH2:13][CH2:12][N:11]([C:14]2[C:15]3[C:29]([Cl:30])=[CH:28][N:27]=[CH:26][C:16]=3[N:17]=[C:18]([C:20]3[CH:25]=[CH:24][N:23]=[CH:22][CH:21]=3)[N:19]=2)[CH2:10][CH2:9]1)=O)(C)(C)C.Cl, predict the reaction product. The product is: [Cl:30][C:29]1[C:15]2[C:14]([N:11]3[CH2:10][CH2:9][NH:8][CH2:13][CH2:12]3)=[N:19][C:18]([C:20]3[CH:25]=[CH:24][N:23]=[CH:22][CH:21]=3)=[N:17][C:16]=2[CH:26]=[N:27][CH:28]=1. (5) Given the reactants Br[C:2]1[CH:10]=[CH:9][C:5]([C:6]([OH:8])=[O:7])=[C:4]([F:11])[CH:3]=1.S([O-])([O-])(=O)=O.[Mg+2].B1(C=C)OB([CH:24]=[CH2:25])OB(C=C)O1.C1C=CN=CC=1.C(=O)([O-])[O-].[K+].[K+], predict the reaction product. The product is: [CH:24]([C:2]1[CH:10]=[CH:9][C:5]([C:6]([OH:8])=[O:7])=[C:4]([F:11])[CH:3]=1)=[CH2:25]. (6) Given the reactants [NH2:1][C:2]1[N:7]=[CH:6][C:5]([Br:8])=[CH:4][N:3]=1.[C:9](O[C:9]([O:11][C:12]([CH3:15])([CH3:14])[CH3:13])=[O:10])([O:11][C:12]([CH3:15])([CH3:14])[CH3:13])=[O:10], predict the reaction product. The product is: [C:12]([O:11][C:9]([N:1]([C:9]([O:11][C:12]([CH3:15])([CH3:14])[CH3:13])=[O:10])[C:2]1[N:7]=[CH:6][C:5]([Br:8])=[CH:4][N:3]=1)=[O:10])([CH3:15])([CH3:14])[CH3:13]. (7) Given the reactants S(Cl)([Cl:3])=O.[NH2:5][C@H:6]([C:8]([OH:10])=[O:9])[CH3:7].[CH2:11](O)[C:12]1[CH:17]=[CH:16][CH:15]=[CH:14][CH:13]=1, predict the reaction product. The product is: [Cl-:3].[CH2:11]([O:9][C:8](=[O:10])[C@@H:6]([NH3+:5])[CH3:7])[C:12]1[CH:17]=[CH:16][CH:15]=[CH:14][CH:13]=1. (8) Given the reactants S(=O)(=O)(O)O.[CH2:6]([N:13]1[CH2:17][CH2:16][C:15]([CH3:19])(O)[CH2:14]1)[C:7]1[CH:12]=[CH:11][CH:10]=[CH:9][CH:8]=1.C(=O)([O-])[O-:21].[K+].[K+].[C:26](#[N:28])[CH3:27], predict the reaction product. The product is: [CH2:6]([N:13]1[CH2:17][CH2:16][C:15]([NH:28][C:26](=[O:21])[CH3:27])([CH3:19])[CH2:14]1)[C:7]1[CH:12]=[CH:11][CH:10]=[CH:9][CH:8]=1.